This data is from TCR-epitope binding with 47,182 pairs between 192 epitopes and 23,139 TCRs. The task is: Binary Classification. Given a T-cell receptor sequence (or CDR3 region) and an epitope sequence, predict whether binding occurs between them. (1) The epitope is ELAGIGILTV. The TCR CDR3 sequence is CASSLDLAGGLAKNIQYF. Result: 1 (the TCR binds to the epitope). (2) The epitope is NLSALGIFST. The TCR CDR3 sequence is CASTKGASPGDEQFF. Result: 1 (the TCR binds to the epitope).